Dataset: Peptide-MHC class II binding affinity with 134,281 pairs from IEDB. Task: Regression. Given a peptide amino acid sequence and an MHC pseudo amino acid sequence, predict their binding affinity value. This is MHC class II binding data. The peptide sequence is KLIEKINAGFKAALAAAAGV. The MHC is DRB3_0202 with pseudo-sequence DRB3_0202. The binding affinity (normalized) is 0.643.